Predict which catalyst facilitates the given reaction. From a dataset of Catalyst prediction with 721,799 reactions and 888 catalyst types from USPTO. Reactant: [N+:1]([C:4]1[CH:9]=[CH:8][C:7]([N:10]2[CH2:15][CH2:14][CH:13]([NH:16][C:17](=[O:19])[CH3:18])[CH2:12][CH2:11]2)=[CH:6][CH:5]=1)([O-:3])=[O:2].[H-].[Na+].I[CH3:23].[NH4+].[Cl-]. Product: [CH3:23][N:16]([CH:13]1[CH2:12][CH2:11][N:10]([C:7]2[CH:6]=[CH:5][C:4]([N+:1]([O-:3])=[O:2])=[CH:9][CH:8]=2)[CH2:15][CH2:14]1)[C:17](=[O:19])[CH3:18]. The catalyst class is: 1.